This data is from Full USPTO retrosynthesis dataset with 1.9M reactions from patents (1976-2016). The task is: Predict the reactants needed to synthesize the given product. Given the product [O:1]1[C:5]2[CH:6]=[CH:7][C:8]([CH:10]=[CH:11][C:12]3[O:13][CH:18]=[C:17]([CH2:16][Cl:15])[N:14]=3)=[CH:9][C:4]=2[O:3][CH2:2]1, predict the reactants needed to synthesize it. The reactants are: [O:1]1[C:5]2[CH:6]=[CH:7][C:8]([CH:10]=[CH:11][C:12]([NH2:14])=[O:13])=[CH:9][C:4]=2[O:3][CH2:2]1.[Cl:15][CH:16](Cl)[C:17](=O)[CH3:18].